From a dataset of Peptide-MHC class II binding affinity with 134,281 pairs from IEDB. Regression. Given a peptide amino acid sequence and an MHC pseudo amino acid sequence, predict their binding affinity value. This is MHC class II binding data. (1) The peptide sequence is AALPLLFFALAGQRI. The MHC is DRB1_0802 with pseudo-sequence DRB1_0802. The binding affinity (normalized) is 0.105. (2) The peptide sequence is TRILTIPQSLDSWWTSLNF. The MHC is HLA-DPA10103-DPB10401 with pseudo-sequence HLA-DPA10103-DPB10401. The binding affinity (normalized) is 0.375.